This data is from Full USPTO retrosynthesis dataset with 1.9M reactions from patents (1976-2016). The task is: Predict the reactants needed to synthesize the given product. (1) Given the product [F:1][C:2]([F:25])([F:26])[C:3]1[CH:8]=[CH:7][CH:6]=[CH:5][C:4]=1[NH:9][C:10](=[O:24])[NH:11][C:12]1[CH:17]=[CH:16][C:15]([CH2:18][C:19]([OH:21])=[O:20])=[CH:14][CH:13]=1, predict the reactants needed to synthesize it. The reactants are: [F:1][C:2]([F:26])([F:25])[C:3]1[CH:8]=[CH:7][CH:6]=[CH:5][C:4]=1[NH:9][C:10](=[O:24])[NH:11][C:12]1[CH:17]=[CH:16][C:15]([CH2:18][C:19]([O:21]CC)=[O:20])=[CH:14][CH:13]=1.[OH-].[Na+].Cl. (2) Given the product [Cl:1][C:2]1[CH:10]=[C:9]2[C:5]([C:6](/[CH:19]=[C:20](/[C:23]3[CH:24]=[CH:25][C:26]([C:27]([OH:29])=[O:28])=[CH:32][CH:33]=3)\[C:21]#[N:22])=[CH:7][N:8]2[CH2:11][C:12]2[CH:17]=[CH:16][C:15]([F:18])=[CH:14][CH:13]=2)=[CH:4][CH:3]=1, predict the reactants needed to synthesize it. The reactants are: [Cl:1][C:2]1[CH:10]=[C:9]2[C:5]([C:6](/[CH:19]=[C:20](/[C:23]3[CH:33]=[CH:32][C:26]([C:27]([O:29]CC)=[O:28])=[CH:25][CH:24]=3)\[C:21]#[N:22])=[CH:7][N:8]2[CH2:11][C:12]2[CH:17]=[CH:16][C:15]([F:18])=[CH:14][CH:13]=2)=[CH:4][CH:3]=1.[OH-].[Na+]. (3) Given the product [ClH:32].[Cl:34][C:35]1[C:36]([C:66]([F:69])([F:68])[F:67])=[CH:37][C:38]([O:41][CH:42]2[CH2:43][CH2:44][N:45]([CH2:48][C:49]3[C:61]([CH:62]4[CH2:64][CH2:63]4)=[CH:60][C:52]([C:53]([OH:55])=[O:54])=[C:51]([F:65])[CH:50]=3)[CH2:46][CH2:47]2)=[N:39][CH:40]=1, predict the reactants needed to synthesize it. The reactants are: C1(C2C(CN3CCN(CC4C=C([Cl:32])C=C(Cl)C=4)CC3)=CC(F)=C(C=2)C(OC(C)(C)C)=O)CC1.[Cl:34][C:35]1[C:36]([C:66]([F:69])([F:68])[F:67])=[CH:37][C:38]([O:41][CH:42]2[CH2:47][CH2:46][N:45]([CH2:48][C:49]3[C:61]([CH:62]4[CH2:64][CH2:63]4)=[CH:60][C:52]([C:53]([O:55]C(C)(C)C)=[O:54])=[C:51]([F:65])[CH:50]=3)[CH2:44][CH2:43]2)=[N:39][CH:40]=1. (4) Given the product [C:34]([S:36][CH2:39][C:40]1([C:28]([O:30][CH2:31][CH3:33])=[O:29])[CH2:2][CH2:1][O:38][CH2:42][CH2:41]1)(=[O:37])[CH3:35], predict the reactants needed to synthesize it. The reactants are: [C:1]1(P(C2C=CC=CC=2)C2C=CC=CC=2)C=CC=C[CH:2]=1.N([C:28]([O:30][CH:31]([CH3:33])C)=[O:29])=N[C:28]([O:30][CH:31](C)[CH3:33])=[O:29].[C:34]([OH:37])(=[S:36])[CH3:35].[O:38]1[CH2:42][CH2:41][CH2:40][CH2:39]1. (5) Given the product [CH:9]([O:12][C:13]1[CH:18]=[CH:17][C:16]([C:2]2[C:3]([OH:8])=[CH:4][CH:5]=[CH:6][CH:7]=2)=[C:15]([CH3:28])[CH:14]=1)([CH3:10])[CH3:11], predict the reactants needed to synthesize it. The reactants are: I[C:2]1[CH:7]=[CH:6][CH:5]=[CH:4][C:3]=1[OH:8].[CH:9]([O:12][C:13]1[CH:18]=[CH:17][C:16](B2OC(C)(C)C(C)(C)O2)=[C:15]([CH3:28])[CH:14]=1)([CH3:11])[CH3:10].C(=O)([O-])[O-].[Cs+].[Cs+].Cl.